Dataset: Reaction yield outcomes from USPTO patents with 853,638 reactions. Task: Predict the reaction yield, written as a fraction of the theoretical maximum amount of product (1.0 means a 100% yield; for example, 0.34 means a 34% yield). (1) The reactants are [CH2:1]([N:3]([CH2:22][CH3:23])[CH2:4][CH2:5][N:6]1[CH2:11][CH2:10][C:9]2[NH:12][C:13]([CH2:19][OH:20])=[C:14]([C:15]([F:18])([F:17])[F:16])[C:8]=2[C:7]1=[O:21])[CH3:2].O.CC1C=CC(S(O)(=O)=O)=CC=1.I(C1C=CC=CC=1C(O)=O)(=O)=O. No catalyst specified. The product is [CH2:22]([N:3]([CH2:1][CH3:2])[CH2:4][CH2:5][N:6]1[CH2:11][CH2:10][C:9]2[NH:12][C:13]([CH:19]=[O:20])=[C:14]([C:15]([F:16])([F:18])[F:17])[C:8]=2[C:7]1=[O:21])[CH3:23]. The yield is 0.280. (2) The reactants are Br[C:2]1[O:3][C:4]([C:7]2[CH:8]=[N:9][N:10]3[CH:15]=[CH:14][C:13]([N:16]4[CH2:20][CH2:19][CH2:18][C@@H:17]4[C:21]4[CH:26]=[C:25]([F:27])[CH:24]=[CH:23][C:22]=4[F:28])=[N:12][C:11]=23)=[N:5][N:6]=1.[N:29]1([C:35]([O:37][C:38]([CH3:41])([CH3:40])[CH3:39])=[O:36])[CH2:34][CH2:33][NH:32][CH2:31][CH2:30]1.CCN(C(C)C)C(C)C.O. The catalyst is CN(C=O)C.CN(C1C=CN=CC=1)C. The product is [F:28][C:22]1[CH:23]=[CH:24][C:25]([F:27])=[CH:26][C:21]=1[C@H:17]1[CH2:18][CH2:19][CH2:20][N:16]1[C:13]1[CH:14]=[CH:15][N:10]2[N:9]=[CH:8][C:7]([C:4]3[O:3][C:2]([N:32]4[CH2:31][CH2:30][N:29]([C:35]([O:37][C:38]([CH3:41])([CH3:40])[CH3:39])=[O:36])[CH2:34][CH2:33]4)=[N:6][N:5]=3)=[C:11]2[N:12]=1. The yield is 0.650.